Dataset: NCI-60 drug combinations with 297,098 pairs across 59 cell lines. Task: Regression. Given two drug SMILES strings and cell line genomic features, predict the synergy score measuring deviation from expected non-interaction effect. (1) Drug 1: CC1=C(C=C(C=C1)NC2=NC=CC(=N2)N(C)C3=CC4=NN(C(=C4C=C3)C)C)S(=O)(=O)N.Cl. Drug 2: CC12CCC(CC1=CCC3C2CCC4(C3CC=C4C5=CN=CC=C5)C)O. Cell line: DU-145. Synergy scores: CSS=3.70, Synergy_ZIP=0.945, Synergy_Bliss=7.67, Synergy_Loewe=4.65, Synergy_HSA=5.51. (2) Drug 1: CC1=C(C=C(C=C1)NC(=O)C2=CC=C(C=C2)CN3CCN(CC3)C)NC4=NC=CC(=N4)C5=CN=CC=C5. Drug 2: C1=CN(C=N1)CC(O)(P(=O)(O)O)P(=O)(O)O. Cell line: RXF 393. Synergy scores: CSS=3.30, Synergy_ZIP=-3.97, Synergy_Bliss=-5.36, Synergy_Loewe=-2.73, Synergy_HSA=-2.74. (3) Drug 1: C1=C(C(=O)NC(=O)N1)N(CCCl)CCCl. Synergy scores: CSS=39.7, Synergy_ZIP=8.77, Synergy_Bliss=11.9, Synergy_Loewe=8.45, Synergy_HSA=9.48. Drug 2: C1C(C(OC1N2C=NC(=NC2=O)N)CO)O. Cell line: M14. (4) Drug 1: C1CCN(CC1)CCOC2=CC=C(C=C2)C(=O)C3=C(SC4=C3C=CC(=C4)O)C5=CC=C(C=C5)O. Drug 2: CC12CCC(CC1=CCC3C2CCC4(C3CC=C4C5=CN=CC=C5)C)O. Cell line: HOP-92. Synergy scores: CSS=3.59, Synergy_ZIP=0.0311, Synergy_Bliss=1.01, Synergy_Loewe=0.288, Synergy_HSA=-0.122. (5) Drug 1: CCC1(CC2CC(C3=C(CCN(C2)C1)C4=CC=CC=C4N3)(C5=C(C=C6C(=C5)C78CCN9C7C(C=CC9)(C(C(C8N6C)(C(=O)OC)O)OC(=O)C)CC)OC)C(=O)OC)O.OS(=O)(=O)O. Drug 2: CN(CC1=CN=C2C(=N1)C(=NC(=N2)N)N)C3=CC=C(C=C3)C(=O)NC(CCC(=O)O)C(=O)O. Cell line: SK-MEL-28. Synergy scores: CSS=11.6, Synergy_ZIP=-8.89, Synergy_Bliss=-0.799, Synergy_Loewe=-1.88, Synergy_HSA=-1.78.